This data is from Catalyst prediction with 721,799 reactions and 888 catalyst types from USPTO. The task is: Predict which catalyst facilitates the given reaction. (1) Reactant: Br[C:2]1[N:3]=[CH:4][C:5]([NH:8][C:9](=[O:14])[C:10]([CH3:13])([CH3:12])[CH3:11])=[N:6][CH:7]=1.C([Sn](CCCC)(CCCC)[C:20]([O:22]CC)=[CH2:21])CCC.Cl. Product: [C:20]([C:2]1[N:3]=[CH:4][C:5]([NH:8][C:9](=[O:14])[C:10]([CH3:13])([CH3:12])[CH3:11])=[N:6][CH:7]=1)(=[O:22])[CH3:21]. The catalyst class is: 747. (2) Reactant: [CH3:1][O:2][C:3]1[CH:8]=[CH:7][C:6]([N:9]2[C:13]3[C:14](=[O:31])[N:15]([C:18]4[CH:23]=[CH:22][C:21]([N:24]5[CH:29]=[CH:28][CH:27]=[CH:26][C:25]5=[O:30])=[CH:20][CH:19]=4)[CH2:16][CH2:17][C:12]=3[C:11]([C:32]([OH:34])=O)=[N:10]2)=[CH:5][CH:4]=1.Cl.CN(C)CCCN=C=NCC.ON1C2C=CC=CC=2N=N1.[CH3:57][S:58]([NH2:61])(=[O:60])=[O:59]. The catalyst class is: 59. Product: [CH3:1][O:2][C:3]1[CH:8]=[CH:7][C:6]([N:9]2[C:13]3[C:14](=[O:31])[N:15]([C:18]4[CH:23]=[CH:22][C:21]([N:24]5[CH:29]=[CH:28][CH:27]=[CH:26][C:25]5=[O:30])=[CH:20][CH:19]=4)[CH2:16][CH2:17][C:12]=3[C:11]([C:32]([NH:61][S:58]([CH3:57])(=[O:60])=[O:59])=[O:34])=[N:10]2)=[CH:5][CH:4]=1. (3) Reactant: [O:1]=[C:2]1[C:11]2[C:6](=[CH:7][CH:8]=[C:9]([NH:12][C:13]([C@H:15]3[C@@H:19]([CH2:20]O)[O:18][C:17]([CH3:23])([CH3:22])[O:16]3)=[O:14])[CH:10]=2)[CH:5]=[C:4]([C:24]2[CH:29]=[CH:28][CH:27]=[CH:26][C:25]=2[C:30]([F:33])([F:32])[F:31])[NH:3]1.C1(P(C2C=CC=CC=2)C2C=CC=CC=2)C=CC=CC=1.C(Br)(Br)(Br)[Br:54]. Product: [O:1]=[C:2]1[C:11]2[C:6](=[CH:7][CH:8]=[C:9]([NH:12][C:13]([C@H:15]3[C@@H:19]([CH2:20][Br:54])[O:18][C:17]([CH3:23])([CH3:22])[O:16]3)=[O:14])[CH:10]=2)[CH:5]=[C:4]([C:24]2[CH:29]=[CH:28][CH:27]=[CH:26][C:25]=2[C:30]([F:33])([F:32])[F:31])[NH:3]1. The catalyst class is: 2. (4) Reactant: [F:1][C:2]([F:18])([F:17])/[C:3](/[C:9]1[CH:14]=[CH:13][CH:12]=[C:11]([O:15][CH3:16])[CH:10]=1)=[CH:4]\[C:5]([O:7][CH3:8])=[O:6]. Product: [F:1][C:2]([F:17])([F:18])[CH:3]([C:9]1[CH:14]=[CH:13][CH:12]=[C:11]([O:15][CH3:16])[CH:10]=1)[CH2:4][C:5]([O:7][CH3:8])=[O:6]. The catalyst class is: 513.